From a dataset of Forward reaction prediction with 1.9M reactions from USPTO patents (1976-2016). Predict the product of the given reaction. (1) Given the reactants [CH3:1][O:2][C:3](=[O:33])[C:4]1[CH:9]=[CH:8][C:7]([CH2:10][N:11]2[CH:15]=[C:14]([C:16]3[CH:21]=[CH:20][C:19]([Cl:22])=[CH:18][C:17]=3[Cl:23])[N:13]=[C:12]2/[CH:24]=[CH:25]/[C:26]2[CH:31]=[CH:30][C:29](Br)=[CH:28][CH:27]=2)=[CH:6][CH:5]=1.[F:34][C:35]1[CH:40]=[CH:39][C:38]([C:41]([F:44])([F:43])[F:42])=[CH:37][C:36]=1B(O)O, predict the reaction product. The product is: [CH3:1][O:2][C:3](=[O:33])[C:4]1[CH:9]=[CH:8][C:7]([CH2:10][N:11]2[CH:15]=[C:14]([C:16]3[CH:21]=[CH:20][C:19]([Cl:22])=[CH:18][C:17]=3[Cl:23])[N:13]=[C:12]2/[CH:24]=[CH:25]/[C:26]2[CH:31]=[CH:30][C:29]([C:36]3[CH:37]=[C:38]([C:41]([F:43])([F:44])[F:42])[CH:39]=[CH:40][C:35]=3[F:34])=[CH:28][CH:27]=2)=[CH:6][CH:5]=1. (2) The product is: [ClH:47].[F:34][C:31]1[CH:30]=[CH:29][C:28]([C:27]([NH:26][C@H:18]2[C:17]3[C:22](=[CH:23][CH:24]=[C:6]([N:8]4[CH2:9][CH2:10][NH:11][CH2:12][CH2:13]4)[CH:16]=3)[O:21][CH2:20][C@@H:19]2[OH:25])=[O:35])=[CH:33][CH:32]=1. Given the reactants C(O[C:6]([N:8]1[CH2:13][CH2:12][NH:11][CH2:10][CH2:9]1)=O)(C)(C)C.BrC1[CH:16]=[C:17]2[C:22](=[CH:23][CH:24]=1)[O:21][CH2:20][C@H:19]([OH:25])[C@H:18]2[NH:26][C:27](=[O:35])[C:28]1[CH:33]=[CH:32][C:31]([F:34])=[CH:30][CH:29]=1.CC(C)([O-])C.[Na+].P(=O)(O)(O)O.[ClH:47], predict the reaction product. (3) The product is: [C:1]([O:5][C:6]([N:8]1[CH2:11][C:10]([C:13]2[CH:18]=[CH:17][C:16]([C:20](=[O:22])[CH3:21])=[CH:15][CH:14]=2)([F:12])[CH2:9]1)=[O:7])([CH3:4])([CH3:3])[CH3:2]. Given the reactants [C:1]([O:5][C:6]([N:8]1[CH2:11][C:10]([C:13]2[CH:18]=[CH:17][C:16](Br)=[CH:15][CH:14]=2)([F:12])[CH2:9]1)=[O:7])([CH3:4])([CH3:3])[CH3:2].[CH:20]([O:22]CCCC)=[CH2:21].C1(P(C2C=CC=CC=2)CCCP(C2C=CC=CC=2)C2C=CC=CC=2)C=CC=CC=1.C([O-])(O)=O.[Na+], predict the reaction product. (4) Given the reactants [C:1]1([CH3:10])[C:2]([N:7]=[C:8]=[O:9])=[CH:3][CH:4]=[CH:5][CH:6]=1.[NH2:11][C:12]1[CH:13]=[C:14]([NH:18][C:19]([NH:21][C:22]2[CH:27]=[CH:26][CH:25]=[C:24]([NH2:28])[CH:23]=2)=[O:20])[CH:15]=[CH:16][CH:17]=1, predict the reaction product. The product is: [CH3:10][C:1]1[CH:6]=[CH:5][CH:4]=[CH:3][C:2]=1[NH:7][C:8]([NH:28][C:24]1[CH:23]=[C:22]([NH:21][C:19]([NH:18][C:14]2[CH:15]=[CH:16][CH:17]=[C:12]([NH:11][C:8](=[O:9])[NH:7][C:2]3[CH:3]=[CH:4][CH:5]=[CH:6][C:1]=3[CH3:10])[CH:13]=2)=[O:20])[CH:27]=[CH:26][CH:25]=1)=[O:9]. (5) Given the reactants FC(F)(F)C(O)=O.C([SiH](C(C)C)C(C)C)(C)C.[C:18]([NH:24][C@@H:25]([CH2:29][S:30]C(C1C=CC=CC=1)(C1C=CC=CC=1)C1C=CC=CC=1)[C:26]([OH:28])=[O:27])(=[O:23])[CH2:19][CH2:20][CH:21]=[CH2:22].CS(=O)([S:53][CH3:54])=O.C(=O)([O-])[O-].[Na+].[Na+].Cl.Br[CH2:64][C:65]#[N:66].C(N(C(C)C)C(C)C)C.[Cl-].[NH4+], predict the reaction product. The product is: [CH3:54][S:53][S:30][CH2:29][C@H:25]([NH:24][C:18](=[O:23])[CH2:19][CH2:20][CH:21]=[CH2:22])[C:26]([O:28][CH2:64][C:65]#[N:66])=[O:27]. (6) The product is: [C:38]([N:26]1[CH2:27][CH2:28][C@@H:23]([N:13]2[C:12](=[O:30])[C:11]3[C:16](=[C:17]4[CH:22]=[CH:21][CH:20]=[CH:19][C:18]4=[C:9]([CH2:8][C:5]4[CH:6]=[N:7][C:2]([Cl:1])=[CH:3][CH:4]=4)[CH:10]=3)[N:15]=[CH:14]2)[C@H:24]([OH:29])[CH2:25]1)(=[O:40])[CH3:39]. Given the reactants [Cl:1][C:2]1[N:7]=[CH:6][C:5]([CH2:8][C:9]2[CH:10]=[C:11]3[C:16](=[C:17]4[CH:22]=[CH:21][CH:20]=[CH:19][C:18]=24)[N:15]=[CH:14][N:13]([C@@H:23]2[CH2:28][CH2:27][NH:26][CH2:25][C@H:24]2[OH:29])[C:12]3=[O:30])=[CH:4][CH:3]=1.C(N(CC)CC)C.[C:38](OC(=O)C)(=[O:40])[CH3:39], predict the reaction product. (7) Given the reactants [Cl:1][C:2]1[CH:20]=[C:19]2[C:5]([C:6](=[O:22])[C:7](=[O:21])[C:8]3[S:18][CH2:17][C:11]4([CH2:16][CH2:15][NH:14][CH2:13][CH2:12]4)[O:10][C:9]=32)=[CH:4][CH:3]=1.[CH2:23]([C@H:30]1[CH2:32][O:31]1)[C:24]1[CH:29]=[CH:28][CH:27]=[CH:26][CH:25]=1, predict the reaction product. The product is: [Cl:1][C:2]1[CH:20]=[C:19]2[C:5]([C:6](=[O:22])[C:7](=[O:21])[C:8]3[S:18][CH2:17][C:11]4([CH2:16][CH2:15][N:14]([CH2:32][C@@H:30]([OH:31])[CH2:23][C:24]5[CH:29]=[CH:28][CH:27]=[CH:26][CH:25]=5)[CH2:13][CH2:12]4)[O:10][C:9]=32)=[CH:4][CH:3]=1.